This data is from Catalyst prediction with 721,799 reactions and 888 catalyst types from USPTO. The task is: Predict which catalyst facilitates the given reaction. (1) Reactant: C([O:3][C:4](=O)[CH2:5][CH2:6][CH2:7][C@H:8]1[CH2:13][CH2:12][C@H:11]([N:14]([C:16]([O:18][C:19]([CH3:22])([CH3:21])[CH3:20])=[O:17])[CH3:15])[CH2:10][CH2:9]1)C.[H-].[H-].[H-].[H-].[Li+].[Al+3]. Product: [C:19]([O:18][C:16](=[O:17])[N:14]([C@H:11]1[CH2:10][CH2:9][C@H:8]([CH2:7][CH2:6][CH2:5][CH2:4][OH:3])[CH2:13][CH2:12]1)[CH3:15])([CH3:20])([CH3:22])[CH3:21]. The catalyst class is: 1. (2) Reactant: [Br:1][CH2:2][C:3]1[S:7][C:6]([C:8]([O:10][CH2:11][C:12]2[CH:17]=[CH:16][CH:15]=[CH:14][CH:13]=2)=[O:9])=[CH:5][CH:4]=1.[C:18]1([P:24]([C:31]2[CH:36]=[CH:35][CH:34]=[CH:33][CH:32]=2)[C:25]2[CH:30]=[CH:29][CH:28]=[CH:27][CH:26]=2)[CH:23]=[CH:22][CH:21]=[CH:20][CH:19]=1. Product: [Br-:1].[CH2:11]([O:10][C:8]([C:6]1[S:7][C:3]([CH2:2][P+:24]([C:25]2[CH:26]=[CH:27][CH:28]=[CH:29][CH:30]=2)([C:31]2[CH:36]=[CH:35][CH:34]=[CH:33][CH:32]=2)[C:18]2[CH:19]=[CH:20][CH:21]=[CH:22][CH:23]=2)=[CH:4][CH:5]=1)=[O:9])[C:12]1[CH:17]=[CH:16][CH:15]=[CH:14][CH:13]=1. The catalyst class is: 11. (3) Reactant: Cl.[CH:2]1([C:5](=[NH:7])[NH2:6])[CH2:4][CH2:3]1.Br[C:9]1[C:10](=O)[CH2:11][CH2:12][C:13]=1[O:14]C.C(=O)([O-])[O-].[K+].[K+]. Product: [CH:2]1([C:5]2[NH:6][C:10]3[CH2:11][CH2:12][C:13](=[O:14])[C:9]=3[N:7]=2)[CH2:4][CH2:3]1. The catalyst class is: 9. (4) Reactant: [F:1][C:2]1[CH:3]=[C:4]([CH:8]=[C:9]([N:11]2[CH2:16][CH2:15][O:14][CH2:13][CH2:12]2)[CH:10]=1)[C:5]([OH:7])=O.CN(C(ON1N=NC2C=CC=CC1=2)=[N+](C)C)C.F[P-](F)(F)(F)(F)F.[Br:41][C:42]1[C:51]2[C:46](=[CH:47][CH:48]=[CH:49][CH:50]=2)[C:45]([NH2:52])=[CH:44][CH:43]=1.C(N(C(C)C)CC)(C)C. Product: [Br:41][C:42]1[C:51]2[C:46](=[CH:47][CH:48]=[CH:49][CH:50]=2)[C:45]([NH:52][C:5](=[O:7])[C:4]2[CH:8]=[C:9]([N:11]3[CH2:16][CH2:15][O:14][CH2:13][CH2:12]3)[CH:10]=[C:2]([F:1])[CH:3]=2)=[CH:44][CH:43]=1. The catalyst class is: 39.